From a dataset of Full USPTO retrosynthesis dataset with 1.9M reactions from patents (1976-2016). Predict the reactants needed to synthesize the given product. (1) Given the product [CH3:18][C:13]1[CH:14]=[CH:15][CH:16]=[C:17]2[C:12]=1[N:11]([CH2:19][CH2:20][CH2:21][CH2:22][CH3:23])[N:10]=[C:9]2[C:6]1[CH:7]=[CH:8][C:3]([OH:2])=[CH:4][CH:5]=1, predict the reactants needed to synthesize it. The reactants are: C[O:2][C:3]1[CH:8]=[CH:7][C:6]([C:9]2[C:17]3[C:12](=[C:13]([CH3:18])[CH:14]=[CH:15][CH:16]=3)[N:11]([CH2:19][CH2:20][CH2:21][CH2:22][CH3:23])[N:10]=2)=[CH:5][CH:4]=1.B(Br)(Br)Br.C1CCCCC=1. (2) Given the product [Br:14][C:11]1[C:9]2[S:10][C:6]([C:4]([OH:5])=[O:3])=[C:7]([CH2:15][CH2:16][CH2:17][CH2:18][CH2:19][CH2:20][CH2:21][CH2:22][CH2:23][CH2:24][CH2:25][CH2:26][CH3:27])[C:8]=2[S:13][CH:12]=1, predict the reactants needed to synthesize it. The reactants are: C([O:3][C:4]([C:6]1[S:10][C:9]2[C:11]([Br:14])=[CH:12][S:13][C:8]=2[C:7]=1[CH2:15][CH2:16][CH2:17][CH2:18][CH2:19][CH2:20][CH2:21][CH2:22][CH2:23][CH2:24][CH2:25][CH2:26][CH3:27])=[O:5])C.[OH-].[Li+]. (3) Given the product [ClH:44].[NH2:29][C@@H:25]1[CH2:26][CH2:27][CH2:28][N:23]([C:3]2[C:2]([Br:1])=[CH:7][N:6]=[C:5]3[NH:8][CH:9]=[C:10]([NH:11][C:12](=[O:22])[C:13]4[CH:18]=[CH:17][C:16]([O:19][CH3:20])=[C:15]([F:21])[CH:14]=4)[C:4]=23)[CH2:24]1, predict the reactants needed to synthesize it. The reactants are: [Br:1][C:2]1[C:3]([N:23]2[CH2:28][CH2:27][CH2:26][C@@H:25]([NH:29]C(=O)OC(C)(C)C)[CH2:24]2)=[C:4]2[C:10]([NH:11][C:12](=[O:22])[C:13]3[CH:18]=[CH:17][C:16]([O:19][CH3:20])=[C:15]([F:21])[CH:14]=3)=[CH:9][NH:8][C:5]2=[N:6][CH:7]=1.C(O)(C(F)(F)F)=O.[ClH:44]. (4) Given the product [Br:1][C:2]1[CH:3]=[C:4]([C:16]([OH:18])=[O:17])[C:5]2[C:10]([CH2:11][CH3:12])=[N:9][N:8]([CH:13]([CH3:15])[CH3:14])[C:6]=2[N:7]=1, predict the reactants needed to synthesize it. The reactants are: [Br:1][C:2]1[CH:3]=[C:4]([C:16]([O:18]CC)=[O:17])[C:5]2[C:10]([CH2:11][CH3:12])=[N:9][N:8]([CH:13]([CH3:15])[CH3:14])[C:6]=2[N:7]=1.[OH-].[Na+]. (5) Given the product [F:11][C:12]1[CH:13]=[C:14]([CH:17]=[CH:18][C:19]=1[F:20])[CH2:15][N:6]1[C:5]2[CH:7]=[CH:8][CH:9]=[CH:10][C:4]=2[N:3]=[C:2]1[NH:26][CH2:25][C:24]1[CH:27]=[CH:28][C:29]([F:30])=[C:22]([F:21])[CH:23]=1, predict the reactants needed to synthesize it. The reactants are: Cl[C:2]1[NH:3][C:4]2[CH:10]=[CH:9][CH:8]=[CH:7][C:5]=2[N:6]=1.[F:11][C:12]1[CH:13]=[C:14]([CH:17]=[CH:18][C:19]=1[F:20])[CH2:15]Br.[F:21][C:22]1[CH:23]=[C:24]([CH:27]=[CH:28][C:29]=1[F:30])[CH2:25][NH2:26]. (6) The reactants are: [C:1]([OH:5])([CH3:4])([CH3:3])[CH3:2].[Br:6][C:7]1[N:8]=[C:9]2[CH2:14][CH:13](C(O)=O)[CH2:12][CH2:11][N:10]2[CH:18]=1.[N-:19]=[N+]=[N-].P([O-])([O:31][C:32]1C=CC=CC=1)(OC1C=CC=CC=1)=O. Given the product [C:1]([O:5][C:32](=[O:31])[NH:19][CH:13]1[CH2:12][CH2:11][N:10]2[CH:18]=[C:7]([Br:6])[N:8]=[C:9]2[CH2:14]1)([CH3:4])([CH3:3])[CH3:2], predict the reactants needed to synthesize it. (7) Given the product [Cl:15][C:11]1[CH:12]=[C:13]2[C:8](=[CH:9][CH:10]=1)[NH:7][C:6](=[O:16])[C:5]([C@@H:3]([NH:2][C:18]1[N:23]=[C:22]([NH:24][C:25](=[O:29])[N:26]([CH3:27])[CH3:28])[CH:21]=[CH:20][N:19]=1)[CH3:4])=[CH:14]2, predict the reactants needed to synthesize it. The reactants are: Cl.[NH2:2][C@H:3]([C:5]1[C:6](=[O:16])[NH:7][C:8]2[C:13]([CH:14]=1)=[CH:12][C:11]([Cl:15])=[CH:10][CH:9]=2)[CH3:4].Cl[C:18]1[N:23]=[C:22]([NH:24][C:25](=[O:29])[N:26]([CH3:28])[CH3:27])[CH:21]=[CH:20][N:19]=1.CCN(C(C)C)C(C)C.O. (8) Given the product [Br:10][C:11]1[CH:23]=[CH:22][C:14]([C:15]2[O:16][N:19]=[CH:18][N:17]=2)=[CH:13][CH:12]=1, predict the reactants needed to synthesize it. The reactants are: Cl.NO.[OH-].[Na+].CC(O)=O.[Br:10][C:11]1[CH:23]=[CH:22][C:14]([C:15]([N:17]=[CH:18][N:19](C)C)=[O:16])=[CH:13][CH:12]=1.